This data is from Full USPTO retrosynthesis dataset with 1.9M reactions from patents (1976-2016). The task is: Predict the reactants needed to synthesize the given product. (1) Given the product [Br:1][C:2]1[CH:3]=[C:4]([C:26]([CH3:29])([CH3:28])[CH3:27])[C:5]([O:24][CH3:25])=[C:6]([CH2:8][C:9]([C:13]2[CH:18]=[CH:17][C:16]([NH:19][S:20]([CH3:23])(=[O:22])=[O:21])=[CH:15][CH:14]=2)([CH2:11][OH:12])[CH3:10])[CH:7]=1, predict the reactants needed to synthesize it. The reactants are: [Br:1][C:2]1[CH:3]=[C:4]([C:26]([CH3:29])([CH3:28])[CH3:27])[C:5]([O:24][CH3:25])=[C:6]([CH2:8][C:9]([C:13]2[CH:18]=[CH:17][C:16]([NH:19][S:20]([CH3:23])(=[O:22])=[O:21])=[CH:15][CH:14]=2)([CH:11]=[O:12])[CH3:10])[CH:7]=1.[BH4-].[Na+]. (2) Given the product [N:18]1[C:19]2[C:14](=[CH:13][CH:12]=[CH:11][CH:10]=2)[CH:15]=[CH:16][CH:17]=1, predict the reactants needed to synthesize it. The reactants are: COC(=O)C1C=CC=C([C:10]2[CH:11]=[C:12](C(S(C)(=O)=O)(C)C)[CH:13]=[C:14]3[C:19]=2[N:18]=[CH:17][CH:16]=[CH:15]3)C=1.[Li+].[OH-]. (3) The reactants are: [CH3:1][CH:2]([OH:5])[CH2:3][OH:4].[CH3:6][C:7]([OH:9])=[O:8].[CH3:10][OH:11].[CH2:12]([C:17]([OH:19])=O)[CH2:13][C:14]([OH:16])=[O:15]. Given the product [CH:1]1[C:2]([OH:5])=[C:3]([OH:4])[C:17]2[O:16][C:14](=[O:15])[C:13]3=[CH:12][C:17]([OH:19])=[C:10]([OH:11])[C:14]4[O:8][C:7](=[O:9])[C:6]=1[C:12]=2[C:13]=43, predict the reactants needed to synthesize it. (4) Given the product [O:11]=[C:10]1[N:9]([CH2:16][CH2:15][CH:13]=[O:14])[C:7](=[O:8])[C:5]2[C:4](=[CH:3][CH:2]=[CH:1][CH:6]=2)[NH:12]1, predict the reactants needed to synthesize it. The reactants are: [CH:1]1[CH:6]=[C:5]2[C:7]([NH:9][C:10]([NH:12][C:4]2=[CH:3][CH:2]=1)=[O:11])=[O:8].[CH:13]([CH:15]=[CH2:16])=[O:14]. (5) Given the product [NH:1]1[C:9]2[C:4](=[C:5]([C:10]3[N:11]=[C:12]([N:35]4[CH2:36][CH2:37][O:38][CH2:39][CH2:40]4)[C:13]4[S:18][C:17]([CH2:19][N:20]([CH2:32][CH2:33][OH:34])[C:21]5[N:26]=[CH:25][C:24]([C:27]([NH:43][OH:44])=[O:28])=[CH:23][N:22]=5)=[CH:16][C:14]=4[N:15]=3)[CH:6]=[CH:7][CH:8]=2)[CH:3]=[N:2]1, predict the reactants needed to synthesize it. The reactants are: [NH:1]1[C:9]2[C:4](=[C:5]([C:10]3[N:11]=[C:12]([N:35]4[CH2:40][CH2:39][O:38][CH2:37][CH2:36]4)[C:13]4[S:18][C:17]([CH2:19][N:20]([CH2:32][CH2:33][OH:34])[C:21]5[N:26]=[CH:25][C:24]([C:27](OCC)=[O:28])=[CH:23][N:22]=5)=[CH:16][C:14]=4[N:15]=3)[CH:6]=[CH:7][CH:8]=2)[CH:3]=[N:2]1.CO.[NH2:43][OH:44]. (6) Given the product [CH:8]1([CH2:14][CH2:15][CH2:16][C@@H:17]([C:22]2[O:26][N:25]=[C:24]([C:27]([N:29]3[CH2:32][CH:31]([N:33]4[CH2:34][CH2:35][O:36][CH2:37][CH2:38]4)[CH2:30]3)=[O:28])[N:23]=2)[CH2:18][C:19]([NH:55][OH:56])=[O:21])[CH2:9][CH2:10][CH2:11][CH2:12][CH2:13]1, predict the reactants needed to synthesize it. The reactants are: FC(F)(F)C(O)=O.[CH:8]1([CH2:14][CH2:15][CH2:16][C@@H:17]([C:22]2[O:26][N:25]=[C:24]([C:27]([N:29]3[CH2:32][CH:31]([N:33]4[CH2:38][CH2:37][O:36][CH2:35][CH2:34]4)[CH2:30]3)=[O:28])[N:23]=2)[CH2:18][C:19]([OH:21])=O)[CH2:13][CH2:12][CH2:11][CH2:10][CH2:9]1.CN1CCOCC1.ClC(OCC(C)C)=O.Cl.[NH2:55][OH:56]. (7) Given the product [F:74][C:71]([F:72])([F:73])[C:67]1[CH:66]=[C:65]([NH:64][CH:61]2[CH2:60][CH2:59][N:58]([C:19](=[O:20])[CH2:18][CH2:17][CH2:16][N:13]3[CH2:14][CH2:15][N:10]([C:7]4[CH:8]=[CH:9][C:4]([C:3]([F:23])([F:2])[F:22])=[CH:5][CH:6]=4)[CH2:11][CH2:12]3)[CH2:63][CH2:62]2)[CH:70]=[CH:69][CH:68]=1, predict the reactants needed to synthesize it. The reactants are: [Li+].[F:2][C:3]([F:23])([F:22])[C:4]1[CH:9]=[CH:8][C:7]([N:10]2[CH2:15][CH2:14][N:13]([CH2:16][CH2:17][CH2:18][C:19]([O-])=[O:20])[CH2:12][CH2:11]2)=[CH:6][CH:5]=1.C(N(C(C)C)CC)(C)C.F[P-](F)(F)(F)(F)F.CN(C)C(ON1C2C=CC=CC=2N=N1)=[N+](C)C.Cl.[NH:58]1[CH2:63][CH2:62][CH:61]([NH:64][C:65]2[CH:70]=[CH:69][CH:68]=[C:67]([C:71]([F:74])([F:73])[F:72])[CH:66]=2)[CH2:60][CH2:59]1. (8) Given the product [NH:1]1[C:9]2[C:4](=[CH:5][C:6]([C:10]3([C:13]([OH:15])=[O:14])[CH2:12][CH2:11]3)=[CH:7][CH:8]=2)[CH:3]=[CH:2]1, predict the reactants needed to synthesize it. The reactants are: [NH:1]1[C:9]2[C:4](=[CH:5][C:6]([C:10]3([C:13]([O:15]C)=[O:14])[CH2:12][CH2:11]3)=[CH:7][CH:8]=2)[CH:3]=[CH:2]1.[Li+].[OH-].Cl. (9) Given the product [NH:11]1[C:19]2[C:14](=[CH:15][CH:16]=[CH:17][CH:18]=2)[C:13]([N:20]2[CH2:21][CH2:22][N:23]([C:26]([O:28][C:29]([CH3:32])([CH3:31])[CH3:30])=[O:27])[CH2:24][CH2:25]2)=[N:12]1, predict the reactants needed to synthesize it. The reactants are: S([N:11]1[C:19]2[C:14](=[CH:15][CH:16]=[CH:17][CH:18]=2)[C:13]([N:20]2[CH2:25][CH2:24][N:23]([C:26]([O:28][C:29]([CH3:32])([CH3:31])[CH3:30])=[O:27])[CH2:22][CH2:21]2)=[N:12]1)(C1C=CC(C)=CC=1)(=O)=O.[OH-].[Na+].CO. (10) Given the product [Br:10][C:11]1[CH:12]=[C:13]([CH:14]([OH:15])[CH2:7][C:8]#[N:9])[CH:16]=[CH:17][CH:18]=1, predict the reactants needed to synthesize it. The reactants are: CC(C)([O-])C.[K+].[CH3:7][C:8]#[N:9].[Br:10][C:11]1[CH:12]=[C:13]([CH:16]=[CH:17][CH:18]=1)[CH:14]=[O:15].